Dataset: Catalyst prediction with 721,799 reactions and 888 catalyst types from USPTO. Task: Predict which catalyst facilitates the given reaction. (1) Reactant: [Br:1][C:2]1[CH:7]=[CH:6][C:5]([Br:8])=[CH:4][C:3]=1[S:9]([NH:12][C@H:13]1[CH2:17][N:16]([C:18]([O:20][C:21]([CH3:24])([CH3:23])[CH3:22])=[O:19])[C@@H:15]([CH2:25][OH:26])[CH2:14]1)(=[O:11])=[O:10].[CH:27]1[N:31]=[CH:30][N:29]([C:32](N2C=NC=C2)=[O:33])[CH:28]=1. Product: [N:29]1([C:32]([O:26][CH2:25][C@H:15]2[CH2:14][C@@H:13]([NH:12][S:9]([C:3]3[CH:4]=[C:5]([Br:8])[CH:6]=[CH:7][C:2]=3[Br:1])(=[O:10])=[O:11])[CH2:17][N:16]2[C:18]([O:20][C:21]([CH3:22])([CH3:23])[CH3:24])=[O:19])=[O:33])[CH:28]=[CH:27][N:31]=[CH:30]1. The catalyst class is: 2. (2) Reactant: ClC1N=C(Cl)N=CN=1.CCN(C(C)C)C(C)C.ClC1NC2C=CC=CC=2N=1.[Cl:28][C:29]1[N:33]([C:34]2[N:39]=[C:38](Cl)[N:37]=[CH:36][N:35]=2)[C:32]2[CH:41]=[CH:42][CH:43]=[CH:44][C:31]=2[N:30]=1.[NH:45]1[C:49]([CH2:50][C:51]2[CH:52]=[C:53]([NH2:57])[CH:54]=[CH:55][CH:56]=2)=[N:48][N:47]=[N:46]1. Product: [Cl:28][C:29]1[N:33]([C:34]2[N:35]=[CH:36][N:37]=[C:38]([NH:57][C:53]3[CH:54]=[CH:55][CH:56]=[C:51]([CH2:50][C:49]4[NH:48][N:47]=[N:46][N:45]=4)[CH:52]=3)[N:39]=2)[C:32]2[CH:41]=[CH:42][CH:43]=[CH:44][C:31]=2[N:30]=1. The catalyst class is: 3. (3) Reactant: [Cl:1][C:2]1[CH:7]=[CH:6][C:5]([C:8]2[S:9][C:10]3[C:11](=[O:36])[N:12]([C:17]4[CH:22]=[CH:21][C:20]([O:23][Si](C(C)C)(C(C)C)C(C)C)=[C:19]([O:34][CH3:35])[CH:18]=4)[CH:13]=[CH:14][C:15]=3[N:16]=2)=[CH:4][CH:3]=1.CCCC[N+](CCCC)(CCCC)CCCC.[F-].Cl. Product: [Cl:1][C:2]1[CH:7]=[CH:6][C:5]([C:8]2[S:9][C:10]3[C:11](=[O:36])[N:12]([C:17]4[CH:22]=[CH:21][C:20]([OH:23])=[C:19]([O:34][CH3:35])[CH:18]=4)[CH:13]=[CH:14][C:15]=3[N:16]=2)=[CH:4][CH:3]=1. The catalyst class is: 1. (4) Reactant: C1C=C(Cl)C=C(C(OO)=O)C=1.[Cl:12][C:13]1[CH:18]=[CH:17][CH:16]=[C:15]([Cl:19])[C:14]=1[N:20]1[CH:31]=[CH:30][C:23]2[N:24]=[C:25](SC)[N:26]=[CH:27][C:22]=2[C:21]1=[O:32].CCN(C(C)C)C(C)C.[NH2:42][C:43]1[CH:44]=[CH:45][C:46]([N:51]2[CH2:56][CH2:55][N:54]([CH3:57])[CH2:53][CH2:52]2)=[C:47]([CH2:49][OH:50])[CH:48]=1. Product: [Cl:12][C:13]1[CH:18]=[CH:17][CH:16]=[C:15]([Cl:19])[C:14]=1[N:20]1[CH:31]=[CH:30][C:23]2[N:24]=[C:25]([NH:42][C:43]3[CH:44]=[CH:45][C:46]([N:51]4[CH2:52][CH2:53][N:54]([CH3:57])[CH2:55][CH2:56]4)=[C:47]([CH2:49][OH:50])[CH:48]=3)[N:26]=[CH:27][C:22]=2[C:21]1=[O:32]. The catalyst class is: 390. (5) Reactant: [C:1]1([CH3:7])[CH:6]=[CH:5][CH:4]=[CH:3][CH:2]=1.[Li][CH2:9][CH2:10][CH2:11][CH3:12].[CH2:13]([O:20][C@@H:21]1[C@@H:26]([O:27][CH2:28][C:29]2[CH:34]=[CH:33][CH:32]=[CH:31][CH:30]=2)[C@H:25]([O:35][CH2:36][C:37]2[CH:42]=[CH:41][CH:40]=[CH:39][CH:38]=2)[C@@H:24]([CH2:43][O:44][CH2:45][C:46]2[CH:51]=[CH:50][CH:49]=[CH:48][CH:47]=2)[S:23][C:22]1=[O:52])[C:14]1[CH:19]=[CH:18][CH:17]=[CH:16][CH:15]=1. Product: [CH2:13]([O:20][C@@H:21]1[C@@H:26]([O:27][CH2:28][C:29]2[CH:34]=[CH:33][CH:32]=[CH:31][CH:30]=2)[C@H:25]([O:35][CH2:36][C:37]2[CH:38]=[CH:39][CH:40]=[CH:41][CH:42]=2)[C@@H:24]([CH2:43][O:44][CH2:45][C:46]2[CH:47]=[CH:48][CH:49]=[CH:50][CH:51]=2)[S:23][C:22]1([C:4]1[CH:5]=[C:6]([CH2:12][C:11]2[CH:15]=[CH:14][C:13]3[O:20][CH2:21][CH2:22][O:52][C:9]=3[CH:10]=2)[C:1]([CH3:7])=[CH:2][C:3]=1[O:27][CH2:28][C:29]1[CH:30]=[CH:31][CH:32]=[CH:33][CH:34]=1)[OH:52])[C:14]1[CH:19]=[CH:18][CH:17]=[CH:16][CH:15]=1. The catalyst class is: 7. (6) Reactant: [CH3:1][N:2]1[C@@H:18]2[CH2:19][C:7]3[CH:8]=[CH:9][C:10]([OH:22])=[C:11]4[O:12][C@H:13]5[C:14]([O:20]C)=[CH:15][CH:16]=[C:17]2[C@:5]5([C:6]=34)[CH2:4][CH2:3]1.C(OO)(=[O:25])C. Product: [CH3:1][N:2]1[C@H:18]2[CH2:19][C:7]3[CH:8]=[CH:9][C:10]([OH:22])=[C:11]4[O:12][C@H:13]5[C:14]([CH:15]=[CH:16][C@:17]2([OH:25])[C@:5]5([C:6]=34)[CH2:4][CH2:3]1)=[O:20]. The catalyst class is: 313. (7) The catalyst class is: 8. Product: [CH:1]1([N:4]2[C:12]3[C:7](=[N:8][CH:9]=[CH:10][N:11]=3)[N:6]([C@H:13]3[CH2:16][C@H:15]([NH:17][C:18]4[S:19][C:20]([C:23]([OH:25])=[O:24])=[CH:21][N:22]=4)[CH2:14]3)[C:5]2=[O:27])[CH2:2][CH2:3]1. Reactant: [CH:1]1([N:4]2[C:12]3[C:7](=[N:8][CH:9]=[CH:10][N:11]=3)[N:6]([C@H:13]3[CH2:16][C@H:15]([NH:17][C:18]4[S:19][C:20]([C:23]([O:25]C)=[O:24])=[CH:21][N:22]=4)[CH2:14]3)[C:5]2=[O:27])[CH2:3][CH2:2]1.[OH-].[Na+]. (8) Reactant: [CH3:1][O:2][C:3](=[O:10])[CH:4]([CH2:8][CH3:9])[C:5]([CH3:7])=[O:6].[CH2:11]([OH:14])[CH2:12]O.[CH3:15]C1C=CC(S(O)(=O)=O)=CC=1.O. Product: [CH2:1]([O:2][C:3](=[O:10])[CH:4]([C:5]1([CH3:7])[O:14][CH2:11][CH2:12][O:6]1)[CH2:8][CH3:9])[CH3:15]. The catalyst class is: 11.